This data is from Forward reaction prediction with 1.9M reactions from USPTO patents (1976-2016). The task is: Predict the product of the given reaction. (1) Given the reactants C[O-].[Na+].[C:4]([CH2:6][C:7]([O:9][CH3:10])=[O:8])#[N:5].[F:11][C:12]1[CH:17]=[C:16]([F:18])[C:15]([F:19])=[CH:14][C:13]=1[CH:20]=[CH:21][C:22]([O:24][CH2:25]C)=[O:23], predict the reaction product. The product is: [C:4]([CH:6]([CH:20]([C:13]1[CH:14]=[C:15]([F:19])[C:16]([F:18])=[CH:17][C:12]=1[F:11])[CH2:21][C:22]([O:24][CH3:25])=[O:23])[C:7]([O:9][CH3:10])=[O:8])#[N:5]. (2) Given the reactants C(OC([N:8]1[C@H:12]([C:13](=[O:25])[NH:14][C@H:15]2[C:24]3[C:19](=[CH:20][CH:21]=[CH:22][CH:23]=3)[CH2:18][CH2:17][CH2:16]2)[CH2:11][C@H:10]([NH:26][C:27]2[CH:36]=[C:35]3[C:30]([CH2:31][C@@H:32]([C:44](=[O:56])[NH:45][C@H:46]4[C:55]5[C:50](=[CH:51][CH:52]=[CH:53][CH:54]=5)[CH2:49][CH2:48][CH2:47]4)[N:33](C(OC(C)(C)C)=O)[CH2:34]3)=[CH:29][CH:28]=2)[CH2:9]1)=O)(C)(C)C.C(O)(C(F)(F)F)=O, predict the reaction product. The product is: [C@H:46]1([NH:45][C:44]([C@@H:32]2[CH2:31][C:30]3[C:35](=[CH:36][C:27]([NH:26][C@H:10]4[CH2:11][C@@H:12]([C:13](=[O:25])[NH:14][C@H:15]5[C:24]6[C:19](=[CH:20][CH:21]=[CH:22][CH:23]=6)[CH2:18][CH2:17][CH2:16]5)[NH:8][CH2:9]4)=[CH:28][CH:29]=3)[CH2:34][NH:33]2)=[O:56])[C:55]2[C:50](=[CH:51][CH:52]=[CH:53][CH:54]=2)[CH2:49][CH2:48][CH2:47]1. (3) Given the reactants [Cl:1][C:2]1[C:10]([F:11])=[CH:9][CH:8]=[CH:7][C:3]=1[C:4]([OH:6])=O.C(N1C=CN=C1)(N1C=CN=C1)=O.[C:24]12([CH2:34][NH2:35])[CH2:33][CH:28]3[CH2:29][CH:30]([CH2:32][CH:26]([CH2:27]3)[CH2:25]1)[CH2:31]2, predict the reaction product. The product is: [Cl:1][C:2]1[C:10]([F:11])=[CH:9][CH:8]=[CH:7][C:3]=1[C:4]([NH:35][CH2:34][C:24]12[CH2:33][CH:28]3[CH2:27][CH:26]([CH2:32][CH:30]([CH2:29]3)[CH2:31]1)[CH2:25]2)=[O:6]. (4) Given the reactants [Br:1][C:2]1[CH:3]=[C:4]([C:15]([OH:17])=O)[N:5]([C:7]2[C:12]([C:13]#[N:14])=[CH:11][CH:10]=[CH:9][N:8]=2)[CH:6]=1.[NH2:18][C:19]1[C:27]([Br:28])=[CH:26][C:25]([Br:29])=[CH:24][C:20]=1[C:21](O)=[O:22].BrC1C=C(C(O)=O)N(C2C(Cl)=CC=CN=2)C=1.NC1C(C)=CC(Cl)=CC=1C(O)=O, predict the reaction product. The product is: [Br:29][C:25]1[CH:26]=[C:27]([Br:28])[C:19]2[N:18]=[C:15]([C:4]3[N:5]([C:7]4[C:12]([C:13]#[N:14])=[CH:11][CH:10]=[CH:9][N:8]=4)[CH:6]=[C:2]([Br:1])[CH:3]=3)[O:17][C:21](=[O:22])[C:20]=2[CH:24]=1. (5) Given the reactants [C]=O.[H][H].[CH3:5][C:6]1[C:11]2CO[C:14](=[O:15])[C:10]=2[C:9](O[C@@H]2O[C@H](C(O)=O)[C@@H](O)[C@H](O)[C@H]2O)=[C:8]([CH2:29]/C=C(/CCC(O)=O)\C)[C:7]=1OC.C(C1CC2CC1CC2C=O)=[O:41], predict the reaction product. The product is: [CH:14]([CH:10]1[CH2:9][CH:8]2[CH2:29][CH:11]1[CH:6]([CH:5]=[O:41])[CH2:7]2)=[O:15]. (6) Given the reactants [Br:1][C:2]1[CH:7]=[CH:6][C:5](I)=[CH:4][N:3]=1.[N:9]1([C:15]([O:17][C:18]([CH3:21])([CH3:20])[CH3:19])=[O:16])[CH2:14][CH2:13][NH:12][CH2:11][CH2:10]1.C1(P(C2C=CC=CC=2)C2C3OC4C(=CC=CC=4P(C4C=CC=CC=4)C4C=CC=CC=4)C(C)(C)C=3C=CC=2)C=CC=CC=1.CC([O-])(C)C.[Na+], predict the reaction product. The product is: [Br:1][C:2]1[N:3]=[CH:4][C:5]([N:12]2[CH2:11][CH2:10][N:9]([C:15]([O:17][C:18]([CH3:21])([CH3:20])[CH3:19])=[O:16])[CH2:14][CH2:13]2)=[CH:6][CH:7]=1. (7) Given the reactants [Cl:1][C:2]1[N:7]=[C:6]([C:8](N(OC)C)=[O:9])[C:5]([F:14])=[CH:4][CH:3]=1.[CH3:15][Mg]Br.Cl, predict the reaction product. The product is: [Cl:1][C:2]1[N:7]=[C:6]([C:8](=[O:9])[CH3:15])[C:5]([F:14])=[CH:4][CH:3]=1. (8) Given the reactants [Br:1][C:2]1[C:11]([CH3:12])=[CH:10][C:9]2[C:8]([CH3:14])([CH3:13])[CH:7](O)[CH2:6][C:5]([CH3:17])([CH3:16])[C:4]=2[CH:3]=1.P(Cl)(Cl)(Cl)=O, predict the reaction product. The product is: [Br:1][C:2]1[C:11]([CH3:12])=[CH:10][C:9]2[C:8]([CH3:14])([CH3:13])[CH:7]=[CH:6][C:5]([CH3:17])([CH3:16])[C:4]=2[CH:3]=1. (9) Given the reactants Cl.Cl.[Cl:3][C:4]1[CH:9]=[CH:8][CH:7]=[CH:6][C:5]=1[NH:10][C:11]1[CH:19]=[C:18]2[C:14]([C:15]([C:20]3[CH:21]=[C:22]([CH:26]=[CH:27][CH:28]=3)[C:23](O)=[O:24])=[N:16][NH:17]2)=[CH:13][CH:12]=1.[CH3:29][N:30]1[CH2:35][CH2:34][NH:33][CH2:32][CH2:31]1.ON1C2C=CC=CC=2N=N1, predict the reaction product. The product is: [Cl:3][C:4]1[CH:9]=[CH:8][CH:7]=[CH:6][C:5]=1[NH:10][C:11]1[CH:19]=[C:18]2[C:14]([C:15]([C:20]3[CH:28]=[CH:27][CH:26]=[C:22]([C:23]([N:33]4[CH2:34][CH2:35][N:30]([CH3:29])[CH2:31][CH2:32]4)=[O:24])[CH:21]=3)=[N:16][NH:17]2)=[CH:13][CH:12]=1.